From a dataset of Full USPTO retrosynthesis dataset with 1.9M reactions from patents (1976-2016). Predict the reactants needed to synthesize the given product. (1) Given the product [F:12][C:4]1[C:5]([O:10][CH3:11])=[CH:6][C:7]([O:8][CH3:9])=[C:2]([F:1])[C:3]=1[N:13]1[CH2:22][C:21]2[CH:20]=[N:19][C:18]3[NH:23][CH:24]=[CH:25][C:17]=3[C:16]=2[C:15]([CH3:34])([CH3:35])[C:14]1=[O:36], predict the reactants needed to synthesize it. The reactants are: [F:1][C:2]1[C:7]([O:8][CH3:9])=[CH:6][C:5]([O:10][CH3:11])=[C:4]([F:12])[C:3]=1[N:13]1[CH2:22][C:21]2[CH:20]=[N:19][C:18]3[N:23](COCC[Si](C)(C)C)[CH:24]=[CH:25][C:17]=3[C:16]=2[C:15]([CH3:35])([CH3:34])[C:14]1=[O:36].FC(F)(F)C(O)=O. (2) Given the product [C:30]([O:29][C:27](=[O:28])[NH:1][CH:2]1[CH2:3][CH2:4][CH2:5][N:6]([C:7](=[NH:23])[NH:8][S:9]([C:12]2[C:13]([CH3:14])=[CH:15][C:16]([O:17][CH3:18])=[C:19]([CH3:20])[C:21]=2[CH3:22])(=[O:11])=[O:10])[C:24]1=[O:26])([CH3:33])([CH3:32])[CH3:31], predict the reactants needed to synthesize it. The reactants are: [NH:1]([C:27]([O:29][C:30]([CH3:33])([CH3:32])[CH3:31])=[O:28])[C@H:2]([C:24]([OH:26])=O)[CH2:3][CH2:4][CH2:5][NH:6][C:7](=[NH:23])[NH:8][S:9]([C:12]1[C:21]([CH3:22])=[C:19]([CH3:20])[C:16]([O:17][CH3:18])=[CH:15][C:13]=1[CH3:14])(=[O:11])=[O:10].N1C=CC=CC=1.N1C(F)=NC(F)=NC=1F. (3) Given the product [ClH:1].[Cl:1][C:2]1[CH:3]=[C:4]([C:16]([NH:18][C@H:19]([C:21]2[CH:29]=[CH:28][C:24]([C:25]([OH:27])=[O:26])=[CH:23][CH:22]=2)[CH3:20])=[O:17])[C:5]([O:8][C:9]2[CH:14]=[CH:13][C:12]([CH2:33][CH2:32][N:31]([CH3:41])[CH3:30])=[CH:11][CH:10]=2)=[N:6][CH:7]=1, predict the reactants needed to synthesize it. The reactants are: [Cl:1][C:2]1[CH:3]=[C:4]([C:16]([NH:18][C@H:19]([C:21]2[CH:29]=[CH:28][C:24]([C:25]([OH:27])=[O:26])=[CH:23][CH:22]=2)[CH3:20])=[O:17])[C:5]([O:8][C:9]2[CH:14]=[CH:13][CH:12]=[C:11](F)[CH:10]=2)=[N:6][CH:7]=1.[CH3:30][N:31]([CH3:41])[CH2:32][CH2:33]C1C=CC(O)=CC=1. (4) Given the product [CH2:1]([C:4]1[C:5]([O:16][CH2:17][O:18][CH3:19])=[C:6]([CH:11]=[CH:12][C:13]=1[O:14][CH3:15])[C:7]([OH:9])=[O:8])[CH:2]=[CH2:3], predict the reactants needed to synthesize it. The reactants are: [CH2:1]([C:4]1[C:5]([O:16][CH2:17][O:18][CH3:19])=[C:6]([CH:11]=[CH:12][C:13]=1[O:14][CH3:15])[C:7]([O:9]C)=[O:8])[CH:2]=[CH2:3].[OH-].[Na+].C(OCC)(=O)C.S([O-])(O)(=O)=O.[Na+]. (5) Given the product [S:3]1[CH:4]=[CH:5][CH:6]=[C:2]1[C:15]([OH:19])([CH2:16][CH2:17][CH3:18])[CH2:14][CH2:13][CH3:12], predict the reactants needed to synthesize it. The reactants are: Br[C:2]1[S:3][CH:4]=[CH:5][CH:6]=1.[Li]CCCC.[CH3:12][CH2:13][CH2:14][C:15](=[O:19])[CH2:16][CH2:17][CH3:18]. (6) Given the product [CH2:23]([O:22][C:20](=[O:21])[C:19](=[CH:18][N:17]([CH3:25])[CH3:16])[C:2](=[O:8])[C:3]([O:5][CH2:6][CH3:7])=[O:4])[CH3:24], predict the reactants needed to synthesize it. The reactants are: Cl[C:2](=[O:8])[C:3]([O:5][CH2:6][CH3:7])=[O:4].C(N(CC)CC)C.[CH3:16][N:17]([CH3:25])/[CH:18]=[CH:19]/[C:20]([O:22][CH2:23][CH3:24])=[O:21].[Cl-].[Na+]. (7) Given the product [CH3:30][O:29][C:24]1[CH:25]=[CH:26][CH:27]=[CH:28][C:23]=1[C:19]1[CH:20]=[CH:21][CH:22]=[C:17]([CH:15]([C:14]2[CH:13]=[CH:12][CH:11]=[C:10]([C:31]3[CH:36]=[CH:35][CH:34]=[CH:33][CH:32]=3)[C:9]=2[OH:8])[CH3:16])[CH:18]=1, predict the reactants needed to synthesize it. The reactants are: C([O:8][C:9]1[C:14]([C:15]([C:17]2[CH:18]=[C:19]([C:23]3[CH:28]=[CH:27][CH:26]=[CH:25][C:24]=3[O:29][CH3:30])[CH:20]=[CH:21][CH:22]=2)=[CH2:16])=[CH:13][CH:12]=[CH:11][C:10]=1[C:31]1[CH:36]=[CH:35][CH:34]=[CH:33][CH:32]=1)C1C=CC=CC=1.